This data is from Catalyst prediction with 721,799 reactions and 888 catalyst types from USPTO. The task is: Predict which catalyst facilitates the given reaction. (1) The catalyst class is: 55. Product: [Cl:1][C:2]1[C:11]([CH3:12])=[C:10]2[C:5]([C:6]([CH3:15])([CH3:14])[CH2:7][C:8](=[O:13])[NH:9]2)=[CH:4][C:3]=1[CH2:16][CH2:17][Cl:18]. Reactant: [Cl:1][C:2]1[C:11]([CH3:12])=[C:10]2[C:5]([C:6]([CH3:15])([CH3:14])[CH2:7][C:8](=[O:13])[NH:9]2)=[CH:4][C:3]=1[C:16](=O)[CH2:17][Cl:18].C([SiH](CC)CC)C. (2) Reactant: Cl.[O:2]([NH2:4])[CH3:3].[N:5]1C=CC=CC=1.[Br:11][C:12]1[S:16][C:15]([CH:17]=O)=[CH:14]C=1. Product: [CH3:3][O:2][N:4]=[CH:17][C:15]1[S:16][C:12]([Br:11])=[N:5][CH:14]=1. The catalyst class is: 2. (3) Reactant: [CH2:1]([N:8]1[CH2:13][CH2:12][CH2:11][CH:10](Cl)[CH2:9]1)[C:2]1[CH:7]=[CH:6][CH:5]=[CH:4][CH:3]=1.[NH:15]1[C:19]2=[N:20][CH:21]=[CH:22][CH:23]=[C:18]2[CH:17]=[CH:16]1.C(=O)([O-])[O-].[Cs+].[Cs+].O. Product: [CH2:1]([N:8]1[CH2:13][CH2:12][CH2:11][CH:10]1[CH2:9][N:15]1[C:19]2=[N:20][CH:21]=[CH:22][CH:23]=[C:18]2[CH:17]=[CH:16]1)[C:2]1[CH:3]=[CH:4][CH:5]=[CH:6][CH:7]=1. The catalyst class is: 16. (4) Reactant: P(Cl)(Cl)([Cl:3])=O.O=[C:7]1[NH:11][C:10]2[CH:12]=[CH:13][CH:14]=[C:15]([C:16]([O:18][CH3:19])=[O:17])[C:9]=2[NH:8]1.O.C(=O)(O)[O-].[Na+]. Product: [Cl:3][C:7]1[NH:11][C:10]2[CH:12]=[CH:13][CH:14]=[C:15]([C:16]([O:18][CH3:19])=[O:17])[C:9]=2[N:8]=1. The catalyst class is: 476. (5) Reactant: FC(F)(F)C(O)=O.[N:8]([C@@H:11]1[CH2:16][CH2:15][C@H:14]([NH2:17])[C@H:13]([CH2:18][S:19]([C:22]2[CH:27]=[CH:26][CH:25]=[CH:24][CH:23]=2)(=[O:21])=[O:20])[CH2:12]1)=[N+:9]=[N-:10].CN([P+](ON1N=NC2C=CC=CC1=2)(N(C)C)N(C)C)C.F[P-](F)(F)(F)(F)F.[NH:55]([C:64]([O:66][C:67]([CH3:70])([CH3:69])[CH3:68])=[O:65])[C@H:56]([C:61](O)=[O:62])[CH2:57][CH2:58][S:59][CH3:60].CN1CCOCC1. Product: [N:8]([C@@H:11]1[CH2:16][CH2:15][C@H:14]([NH:17][C:61](=[O:62])[C@@H:56]([NH:55][C:64](=[O:65])[O:66][C:67]([CH3:68])([CH3:69])[CH3:70])[CH2:57][CH2:58][S:59][CH3:60])[C@H:13]([CH2:18][S:19]([C:22]2[CH:23]=[CH:24][CH:25]=[CH:26][CH:27]=2)(=[O:21])=[O:20])[CH2:12]1)=[N+:9]=[N-:10]. The catalyst class is: 31. (6) Reactant: C1(P(C2C=CC=CC=2)C2C=CC=CC=2)C=CC=CC=1.CC(OC(/N=N/C(OC(C)C)=O)=O)C.[CH3:34][N:35]1[C:39]([C:40]2[CH:45]=[C:44]([N+:46]([O-:48])=[O:47])[CH:43]=[CH:42][C:41]=2[OH:49])=[CH:38][CH:37]=[N:36]1.[N:50]1([CH2:56][CH2:57]O)[CH2:55][CH2:54][O:53][CH2:52][CH2:51]1. Product: [CH3:34][N:35]1[C:39]([C:40]2[CH:45]=[C:44]([N+:46]([O-:48])=[O:47])[CH:43]=[CH:42][C:41]=2[O:49][CH2:57][CH2:56][N:50]2[CH2:55][CH2:54][O:53][CH2:52][CH2:51]2)=[CH:38][CH:37]=[N:36]1. The catalyst class is: 1. (7) Reactant: Br[C:2]1[CH:3]=[C:4]2[O:10][CH2:9][O:8][C:5]2=[N:6][CH:7]=1.C([Li])CCC.[B:16](OC(C)C)([O:21]C(C)C)[O:17]C(C)C.[OH-].[Na+]. Product: [O:10]1[C:4]2[C:5](=[N:6][CH:7]=[C:2]([B:16]([OH:21])[OH:17])[CH:3]=2)[O:8][CH2:9]1. The catalyst class is: 280. (8) Reactant: [H-].[Al+3].[Li+].[H-].[H-].[H-].[CH2:7]([NH:14][C:15]1([CH2:19][C:20]#[N:21])[CH2:18][O:17][CH2:16]1)[C:8]1[CH:13]=[CH:12][CH:11]=[CH:10][CH:9]=1. Product: [NH2:21][CH2:20][CH2:19][C:15]1([NH:14][CH2:7][C:8]2[CH:13]=[CH:12][CH:11]=[CH:10][CH:9]=2)[CH2:18][O:17][CH2:16]1. The catalyst class is: 27.